This data is from Reaction yield outcomes from USPTO patents with 853,638 reactions. The task is: Predict the reaction yield, written as a fraction of the theoretical maximum amount of product (1.0 means a 100% yield; for example, 0.34 means a 34% yield). (1) The reactants are Cl[C:2]1[C:11]2[C:6](=[C:7]([F:14])[C:8]([O:12][CH3:13])=[CH:9][CH:10]=2)[CH:5]=[CH:4][N:3]=1.[F-:15].[Cs+]. The catalyst is CS(C)=O.C(OC(=O)C)C. The product is [F:15][C:2]1[C:11]2[C:6](=[C:7]([F:14])[C:8]([O:12][CH3:13])=[CH:9][CH:10]=2)[CH:5]=[CH:4][N:3]=1. The yield is 0.740. (2) The reactants are [CH2:1]([O:3][C:4](=[O:17])[CH2:5][N:6]1[C:14]2[C:9](=[CH:10][C:11]([F:15])=[CH:12][CH:13]=2)[CH:8]=[C:7]1[CH3:16])[CH3:2].[C:18]1([S:24]([C:27]2[CH:28]=[C:29]([CH:32]=[CH:33][N:34]=2)C=O)(=[O:26])=[O:25])[CH:23]=[CH:22][CH:21]=[CH:20][CH:19]=1.[Si](OS(C(F)(F)F)(=O)=O)(C)(C)[CH3:36].C([SiH](CC)CC)C. The catalyst is ClCCl. The product is [CH2:1]([O:3][C:4](=[O:17])[CH2:5][N:6]1[C:14]2[C:9](=[CH:10][C:11]([F:15])=[CH:12][CH:13]=2)[C:8]([CH2:36][C:28]2[C:27]([S:24]([C:18]3[CH:19]=[CH:20][CH:21]=[CH:22][CH:23]=3)(=[O:25])=[O:26])=[N:34][CH:33]=[CH:32][CH:29]=2)=[C:7]1[CH3:16])[CH3:2]. The yield is 0.640. (3) The reactants are C[O:2][C:3](=[O:31])[C:4]1[CH:9]=[CH:8][C:7]([NH:10][C:11]([NH:13][C:14]2[CH:23]=[CH:22][C:21]3[CH:20]([N:24]([CH:26]4[CH2:28][CH2:27]4)[CH3:25])[CH2:19][CH2:18][C:17]([CH3:30])([CH3:29])[C:16]=3[CH:15]=2)=[O:12])=[CH:6][CH:5]=1.[OH-].[Na+].Cl. The catalyst is CO.O1CCCC1. The product is [CH:26]1([N:24]([CH3:25])[CH:20]2[CH2:19][CH2:18][C:17]([CH3:29])([CH3:30])[C:16]3[CH:15]=[C:14]([NH:13][C:11](=[O:12])[NH:10][C:7]4[CH:6]=[CH:5][C:4]([C:3]([OH:31])=[O:2])=[CH:9][CH:8]=4)[CH:23]=[CH:22][C:21]2=3)[CH2:28][CH2:27]1. The yield is 0.280. (4) The reactants are [F:1][C:2]([F:24])([F:23])[C:3]1[CH:4]=[C:5]([C:13]2[N:17]=[CH:16][N:15](/[CH:18]=[CH:19]\[C:20](O)=[O:21])[N:14]=2)[CH:6]=[C:7]([C:9]([F:12])([F:11])[F:10])[CH:8]=1.[CH2:25]([N:32]1[CH2:37][CH2:36][N:35]([NH2:38])[CH2:34][CH2:33]1)[C:26]1[CH:31]=[CH:30][CH:29]=[CH:28][CH:27]=1.CCOC(C)=O.C(P1(=O)OP(CCC)(=O)OP(CCC)(=O)O1)CC. The catalyst is CCN(C(C)C)C(C)C.C(Cl)Cl.CO. The product is [CH2:25]([N:32]1[CH2:33][CH2:34][N:35]([NH:38][C:20](=[O:21])/[CH:19]=[CH:18]\[N:15]2[CH:16]=[N:17][C:13]([C:5]3[CH:4]=[C:3]([C:2]([F:24])([F:1])[F:23])[CH:8]=[C:7]([C:9]([F:11])([F:10])[F:12])[CH:6]=3)=[N:14]2)[CH2:36][CH2:37]1)[C:26]1[CH:27]=[CH:28][CH:29]=[CH:30][CH:31]=1. The yield is 0.0600.